This data is from Drug-target binding data from BindingDB using IC50 measurements. The task is: Regression. Given a target protein amino acid sequence and a drug SMILES string, predict the binding affinity score between them. We predict pIC50 (pIC50 = -log10(IC50 in M); higher means more potent). Dataset: bindingdb_ic50. (1) The small molecule is Cc1ccc(S(=O)(=O)N2c3ccccc3Oc3ccccc32)cc1. The target protein (Q9JJX6) has sequence MAGCCSVLGSFLFEYDTPRIVLIRSRKVGLMNRVVQLLILAYVIGWVFVWEKGYQETDSVVSSVTTKAKGVAVTNTSQLGFRIWDVADYVVPAQEENSLFIMTNMIVTVNQTQGTCPEIPDKTSICDSDANCTLGSSDTHSSGIGTGRCVPFNASVKTCEVAAWCPVENDAGVPTPAFLKAAENFTLLVKNNIWYPKFNFSKRNILPNITTSYLKSCIYNARTDPFCPIFRLGQIVADAGHSFQEMAVEGGIMGIQIKWDCNLDRAASHCLPRYSFRRLDTRDLEHNVSPGYNFRFAKYYRDLAGNEQRTLTKAYGIRFDIIVFGKAGKFDIIPTMINVGSGLALLGVATVLCDVIVLYCMKKRYYYRDKKYKYVEDYEQGLSGEMNQ. The pIC50 is 5.8. (2) The drug is COc1ccc(C2Sc3ccccc3-n3c(CN(C)CCc4ccc(OC)c(OC)c4)ccc32)cc1. The target protein (Q02485) has sequence MEPSSPQDEGLRKKQPKKPVPEILPRPPRALFCLTLQNPLRKACISVVEWKPFETIILLTIFANCVALAVYLPMPEDDNNTLNLGLEKLEYFFLIVFSIEAAMKIIAYGFLFHQDAYLRSGWNVLDFIIVFLGVFTAILEQVNIIQTNTAPMSSKGAGLDVKALRAFRVLRPLRLVSGVPSLQVVLNSIFKAMLPLFHIALLVLFMVIIYAIIGLELFKGKMHKTCYFIGTDIVATVENEKPSPCARTGSGRPCTINGSECRGGWPGPNHGITHFDNFGFSMLTVYQCISMEGWTDVLYWVNDAIGNEWPWIYFVTLILLGSFFILNLVLGVLSGEFTKEREKAKSRGTFQKLREKQQLEEDLRGYMSWITQGEVMDVDDLREGKLSLDEGGSDTESLYEIEGLNKIIQFIRHWRQWNRVFRWKCHDLVKSKVFYWLVILIVALNTLSIASEHHNQPLWLTHLQDVANRVLLALFTIEMLMKMYGLGLRQYFMSIFNRFD.... The pIC50 is 7.3.